This data is from Catalyst prediction with 721,799 reactions and 888 catalyst types from USPTO. The task is: Predict which catalyst facilitates the given reaction. (1) Reactant: Cl.C[O:3][C:4]([C:6]1[CH:7]=[CH:8][C:9]2[CH2:15][CH2:14][CH2:13][CH:12]([NH:16][CH2:17][C@H:18]([OH:27])[CH2:19][O:20][C:21]3[CH:26]=[CH:25][CH:24]=[CH:23][CH:22]=3)[CH2:11][C:10]=2[CH:28]=1)=[O:5].[OH-].[Na+:30]. Product: [OH:27][C@H:18]([CH2:19][O:20][C:21]1[CH:22]=[CH:23][CH:24]=[CH:25][CH:26]=1)[CH2:17][NH:16][CH:12]1[CH2:11][C:10]2[CH:28]=[C:6]([C:4]([O-:5])=[O:3])[CH:7]=[CH:8][C:9]=2[CH2:15][CH2:14][CH2:13]1.[Na+:30]. The catalyst class is: 5. (2) The catalyst class is: 17. Reactant: [C:1]([OH:20])(=O)[CH2:2][CH2:3][CH2:4][CH2:5][CH2:6][CH2:7][CH2:8]/[CH:9]=[CH:10]\[CH2:11][CH2:12][CH2:13][CH2:14][CH2:15][CH2:16][CH2:17][CH3:18].C1CCC(N=C=NC2CCCCC2)CC1.C(OCC)(=O)C.[NH:42]1[CH2:48][CH2:47][CH2:46][C@H:43]1[CH2:44][OH:45]. Product: [C:1]([N:42]1[CH2:48][CH2:47][CH2:46][C@H:43]1[CH2:44][OH:45])(=[O:20])[CH2:2][CH2:3][CH2:4][CH2:5][CH2:6][CH2:7][CH2:8]/[CH:9]=[CH:10]\[CH2:11][CH2:12][CH2:13][CH2:14][CH2:15][CH2:16][CH2:17][CH3:18].